Task: Predict the reactants needed to synthesize the given product.. Dataset: Full USPTO retrosynthesis dataset with 1.9M reactions from patents (1976-2016) (1) Given the product [CH2:1]([O:4][CH2:5][C:6]([O:8][CH2:10][C:11]#[N:12])=[O:7])[CH:2]=[CH2:3], predict the reactants needed to synthesize it. The reactants are: [CH2:1]([O:4][CH2:5][C:6]([OH:8])=[O:7])[CH:2]=[CH2:3].Br[CH2:10][C:11]#[N:12].C(N(CC)CC)C. (2) The reactants are: Br[C:2]1[N:10]([CH2:11][C@H:12]2[CH2:17][CH2:16][C@H:15]([CH3:18])[CH2:14][CH2:13]2)[C:9]2[C:4](=[N:5][C:6]([C:26]#[N:27])=[N:7][C:8]=2[C:19]2[CH:24]=[CH:23][CH:22]=[C:21]([Cl:25])[CH:20]=2)[N:3]=1.CC1(C)C(C)(C)OB([C:36]([CH:38]2[CH2:43][CH2:42][O:41][CH2:40][CH2:39]2)=[CH2:37])O1.C(COC)OC.C([O-])([O-])=O.[Na+].[Na+]. Given the product [Cl:25][C:21]1[CH:20]=[C:19]([C:8]2[N:7]=[C:6]([C:26]#[N:27])[N:5]=[C:4]3[C:9]=2[N:10]([CH2:11][C@H:12]2[CH2:17][CH2:16][C@H:15]([CH3:18])[CH2:14][CH2:13]2)[C:2]([C:36]([CH:38]2[CH2:43][CH2:42][O:41][CH2:40][CH2:39]2)=[CH2:37])=[N:3]3)[CH:24]=[CH:23][CH:22]=1, predict the reactants needed to synthesize it. (3) The reactants are: [CH3:1][C:2]1[CH:9]=[C:8]([O:10][CH2:11][O:12][CH2:13][CH2:14][Si:15]([CH3:18])([CH3:17])[CH3:16])[CH:7]=[CH:6][C:3]=1[C:4]#[N:5].C([O-])(O)=O.[Na+].Cl.[NH2:25][OH:26]. Given the product [OH:26][NH:25][C:4]([C:3]1[CH:6]=[CH:7][C:8]([O:10][CH2:11][O:12][CH2:13][CH2:14][Si:15]([CH3:18])([CH3:17])[CH3:16])=[CH:9][C:2]=1[CH3:1])=[NH:5], predict the reactants needed to synthesize it. (4) Given the product [CH2:1]([N:4]([CH2:5][CH2:6][CH3:7])[S:9]([C:12]1[CH:13]=[CH:14][C:15]([CH2:18][C:19]([OH:21])=[O:20])=[CH:16][CH:17]=1)(=[O:11])=[O:10])[CH2:2][CH3:3], predict the reactants needed to synthesize it. The reactants are: [CH2:1]([NH:4][CH2:5][CH2:6][CH3:7])[CH2:2][CH3:3].Cl[S:9]([C:12]1[CH:17]=[CH:16][C:15]([CH2:18][C:19]([OH:21])=[O:20])=[CH:14][CH:13]=1)(=[O:11])=[O:10]. (5) Given the product [OH:33][C:15]([C:11]1[CH:12]=[CH:13][CH:14]=[C:9]([OH:8])[CH:10]=1)([C:27]1[CH:32]=[CH:31][CH:30]=[CH:29][CH:28]=1)[C:16]([O:18][C@@H:19]1[CH:24]2[CH2:23][CH2:22][N:21]([CH2:26][CH2:25]2)[CH2:20]1)=[O:17], predict the reactants needed to synthesize it. The reactants are: [Si]([O:8][C:9]1[CH:10]=[C:11]([C:15]([OH:33])([C:27]2[CH:32]=[CH:31][CH:30]=[CH:29][CH:28]=2)[C:16]([O:18][C@@H:19]2[CH:24]3[CH2:25][CH2:26][N:21]([CH2:22][CH2:23]3)[CH2:20]2)=[O:17])[CH:12]=[CH:13][CH:14]=1)(C(C)(C)C)(C)C.CCCC[N+](CCCC)(CCCC)CCCC.[F-]. (6) Given the product [Br:28][C:29]1[CH:37]=[CH:36][C:32]([C:33]2[C:6]3[CH2:5][N:4]([C:1](=[O:3])[CH3:2])[CH2:9][CH2:8][C:7]=3[NH:40][N:39]=2)=[CH:31][CH:30]=1, predict the reactants needed to synthesize it. The reactants are: [C:1]([N:4]1[CH2:9][CH2:8][C:7](=O)[CH2:6][CH2:5]1)(=[O:3])[CH3:2].N1CCCCC1.CC1C=CC(S(O)(=O)=O)=CC=1.[Br:28][C:29]1[CH:37]=[CH:36][C:32]([C:33](Cl)=O)=[CH:31][CH:30]=1.Cl.[NH2:39][NH2:40]. (7) Given the product [CH2:1]([O:8][C:9]1[CH:13]=[C:12]([CH2:14][OH:15])[N:11]([CH3:18])[N:10]=1)[C:2]1[CH:3]=[CH:4][CH:5]=[CH:6][CH:7]=1, predict the reactants needed to synthesize it. The reactants are: [CH2:1]([O:8][C:9]1[CH:13]=[C:12]([C:14](OC)=[O:15])[N:11]([CH3:18])[N:10]=1)[C:2]1[CH:7]=[CH:6][CH:5]=[CH:4][CH:3]=1.[H-].[Al+3].[Li+].[H-].[H-].[H-].O.O.O.O.O.O.O.O.O.O.S([O-])([O-])(=O)=O.[Na+].[Na+].